Dataset: Full USPTO retrosynthesis dataset with 1.9M reactions from patents (1976-2016). Task: Predict the reactants needed to synthesize the given product. (1) The reactants are: [CH3:1][O:2][C:3]1[C:4]([N:19]2[CH2:24][CH2:23][O:22][CH2:21][CH2:20]2)=[N:5][C:6]([C:9]2[CH:14]=[CH:13][C:12]([NH2:15])=[C:11]([N+:16]([O-])=O)[CH:10]=2)=[N:7][CH:8]=1. Given the product [CH3:1][O:2][C:3]1[C:4]([N:19]2[CH2:24][CH2:23][O:22][CH2:21][CH2:20]2)=[N:5][C:6]([C:9]2[CH:10]=[C:11]([NH2:16])[C:12]([NH2:15])=[CH:13][CH:14]=2)=[N:7][CH:8]=1, predict the reactants needed to synthesize it. (2) Given the product [C:18]([C:17]1[CH:20]=[CH:21][C:14]([CH2:13][CH2:12][CH2:11][N:10]([CH2:9][CH2:8][OH:7])[C:3]([N:2]([CH3:6])[CH3:1])=[O:4])=[CH:15][CH:16]=1)#[N:19], predict the reactants needed to synthesize it. The reactants are: [CH3:1][N:2]([CH3:6])[C:3](Cl)=[O:4].[OH:7][CH2:8][CH2:9][NH:10][CH2:11][CH2:12][CH2:13][C:14]1[CH:21]=[CH:20][C:17]([C:18]#[N:19])=[CH:16][CH:15]=1.C(N(CC)CC)C. (3) Given the product [NH2:7][CH:8]([C:12]1[CH:13]=[C:14]([F:19])[CH:15]=[C:16]([F:18])[CH:17]=1)[C:9]([NH2:11])=[O:10], predict the reactants needed to synthesize it. The reactants are: CC(C)(OC([NH:7][CH:8]([C:12]1[CH:17]=[C:16]([F:18])[CH:15]=[C:14]([F:19])[CH:13]=1)[C:9]([NH2:11])=[O:10])=O)C.C(O)(C(F)(F)F)=O.C(Cl)Cl.